From a dataset of Catalyst prediction with 721,799 reactions and 888 catalyst types from USPTO. Predict which catalyst facilitates the given reaction. (1) Reactant: [S:1]([N:11]1[CH2:17][CH2:16][C:15]([NH:18][C:19](=[O:25])[O:20][C:21]([CH3:24])([CH3:23])[CH3:22])=[CH:14][C:13]2[CH:26]=[CH:27][CH:28]=[CH:29][C:12]1=2)([C:4]1[CH:10]=[CH:9][C:7]([CH3:8])=[CH:6][CH:5]=1)(=[O:3])=[O:2].[H][H]. Product: [S:1]([N:11]1[CH2:17][CH2:16][CH:15]([NH:18][C:19](=[O:25])[O:20][C:21]([CH3:22])([CH3:23])[CH3:24])[CH2:14][C:13]2[CH:26]=[CH:27][CH:28]=[CH:29][C:12]1=2)([C:4]1[CH:5]=[CH:6][C:7]([CH3:8])=[CH:9][CH:10]=1)(=[O:2])=[O:3]. The catalyst class is: 19. (2) The catalyst class is: 39. Product: [CH2:1]([CH:8]1[CH2:12][O:11][C:10](=[O:13])[N:9]1[C:14](=[O:28])[CH:15]([CH3:27])[CH:16]([O:26][Si:35]([CH2:40][CH3:41])([CH2:38][CH3:39])[CH2:36][CH3:37])[C:17]([CH3:25])=[CH:18][C:19]1[N:20]=[C:21]([CH3:24])[S:22][CH:23]=1)[C:2]1[CH:7]=[CH:6][CH:5]=[CH:4][CH:3]=1. Reactant: [CH2:1]([CH:8]1[CH2:12][O:11][C:10](=[O:13])[N:9]1[C:14](=[O:28])[CH:15]([CH3:27])[CH:16]([OH:26])[C:17]([CH3:25])=[CH:18][C:19]1[N:20]=[C:21]([CH3:24])[S:22][CH:23]=1)[C:2]1[CH:7]=[CH:6][CH:5]=[CH:4][CH:3]=1.N1C=CN=C1.Cl[Si:35]([CH2:40][CH3:41])([CH2:38][CH3:39])[CH2:36][CH3:37]. (3) Reactant: Cl.[NH2:2][C@@H:3]1[C:11]2[C:6](=[C:7]([C:12]3[N:16]=[C:15]([C:17]4[CH:18]=[CH:19][C:20]([O:25][CH:26]([CH3:28])[CH3:27])=[C:21]([CH:24]=4)[C:22]#[N:23])[O:14][N:13]=3)[CH:8]=[CH:9][CH:10]=2)[CH2:5][CH2:4]1.[CH3:29][O:30][C:31](=[O:37])[CH2:32][S:33](Cl)(=[O:35])=[O:34]. Product: [C:22]([C:21]1[CH:24]=[C:17]([C:15]2[O:14][N:13]=[C:12]([C:7]3[CH:8]=[CH:9][CH:10]=[C:11]4[C:6]=3[CH2:5][CH2:4][C@@H:3]4[NH:2][S:33]([CH2:32][C:31]([O:30][CH3:29])=[O:37])(=[O:35])=[O:34])[N:16]=2)[CH:18]=[CH:19][C:20]=1[O:25][CH:26]([CH3:28])[CH3:27])#[N:23]. The catalyst class is: 2. (4) Product: [I:1][C:2]1[CH:8]=[CH:7][C:5]([NH:6][C:11]([NH:10][C:13]2[CH:18]=[CH:17][CH:16]=[C:15]([C:19]([F:20])([F:21])[F:22])[CH:14]=2)=[O:12])=[CH:4][C:3]=1[CH3:9]. Reactant: [I:1][C:2]1[CH:8]=[CH:7][C:5]([NH2:6])=[CH:4][C:3]=1[CH3:9].[N:10]([C:13]1[CH:18]=[CH:17][CH:16]=[C:15]([C:19]([F:22])([F:21])[F:20])[CH:14]=1)=[C:11]=[O:12].[N-]=C=O. The catalyst class is: 48. (5) Reactant: [Br:1][C:2]1[C:7]2[CH2:8][CH2:9][N:10]([C:13](=[O:18])[C:14]([F:17])([F:16])[F:15])[CH2:11][CH2:12][C:6]=2[C:5]([OH:19])=[CH:4][CH:3]=1.N1C=CC=CC=1.[C:26](OC(=O)C)(=[O:28])[CH3:27]. Product: [C:26]([O:19][C:5]1[C:6]2[CH2:12][CH2:11][N:10]([C:13](=[O:18])[C:14]([F:16])([F:17])[F:15])[CH2:9][CH2:8][C:7]=2[C:2]([Br:1])=[CH:3][CH:4]=1)(=[O:28])[CH3:27]. The catalyst class is: 277. (6) Reactant: [NH2:1][C:2]1[CH:7]=[C:6]([O:8][CH2:9][CH2:10][CH3:11])[CH:5]=[CH:4][C:3]=1[NH:12][C:13](=[O:21])[CH2:14][CH:15]1[CH2:20][CH2:19][CH2:18][CH2:17][NH:16]1.[CH3:22][C:23]1[CH:32]=[CH:31][CH:30]=[C:29]([CH3:33])[C:24]=1[O:25][CH2:26][CH2:27]Br.C([O-])([O-])=O.[K+].[K+]. Product: [CH3:22][C:23]1[CH:32]=[CH:31][CH:30]=[C:29]([CH3:33])[C:24]=1[O:25][CH2:26][CH2:27][NH:1][C:2]1[CH:7]=[C:6]([O:8][CH2:9][CH2:10][CH3:11])[CH:5]=[CH:4][C:3]=1[NH:12][C:13](=[O:21])[CH2:14][CH:15]1[CH2:20][CH2:19][CH2:18][CH2:17][NH:16]1. The catalyst class is: 3.